This data is from Forward reaction prediction with 1.9M reactions from USPTO patents (1976-2016). The task is: Predict the product of the given reaction. (1) Given the reactants [NH:1]1[C:5]2[CH:6]=[CH:7][C:8]([NH2:10])=[CH:9][C:4]=2[N:3]=[CH:2]1.[N:11]1([C:17]2[CH:24]=[CH:23][C:20]([CH:21]=O)=[CH:19][CH:18]=2)[CH2:16][CH2:15][CH2:14][CH2:13][CH2:12]1.[Si](C#N)(C)(C)C.[N:31]1([C:36](N2C=CN=C2)=[O:37])C=CN=[CH:32]1, predict the reaction product. The product is: [NH:1]1[C:5]2[CH:6]=[CH:7][C:8]([N:10]3[CH:21]([C:20]4[CH:23]=[CH:24][C:17]([N:11]5[CH2:16][CH2:15][CH2:14][CH2:13][CH2:12]5)=[CH:18][CH:19]=4)[CH2:32][NH:31][C:36]3=[O:37])=[CH:9][C:4]=2[N:3]=[CH:2]1. (2) Given the reactants [CH2:1]([O:3][C:4]1[CH:5]=[C:6]([O:16][C:17]2[CH:18]=[N:19][C:20]([S:23]([CH3:26])(=[O:25])=[O:24])=[CH:21][CH:22]=2)[CH:7]=[C:8]2[C:12]=1[NH:11][C:10]([C:13](=[S:15])[NH2:14])=[CH:9]2)[CH3:2].[C:27]([O:32][CH2:33][CH3:34])(=[O:31])[C:28]#[C:29][CH3:30].O1CCCC1.C(P(CCCC)CCCC)CCC, predict the reaction product. The product is: [CH2:1]([O:3][C:4]1[CH:5]=[C:6]([O:16][C:17]2[CH:18]=[N:19][C:20]([S:23]([CH3:26])(=[O:25])=[O:24])=[CH:21][CH:22]=2)[CH:7]=[C:8]2[C:12]=1[NH:11][C:10]([C:13]1[S:15][CH:29]([CH2:28][C:27]([O:32][CH2:33][CH3:34])=[O:31])[CH2:30][N:14]=1)=[CH:9]2)[CH3:2]. (3) Given the reactants Cl[C:2]1[N:7]=[C:6]([C:8]2[S:12][C:11]([C:13]([CH3:16])([CH3:15])[CH3:14])=[N:10][C:9]=2[C:17]2[C:18]([F:24])=[C:19]([CH:21]=[CH:22][CH:23]=2)[NH2:20])[CH:5]=[CH:4][N:3]=1.[CH3:25][Zn]C, predict the reaction product. The product is: [CH3:14][C:13]([C:11]1[S:12][C:8]([C:6]2[CH:5]=[CH:4][N:3]=[C:2]([CH3:25])[N:7]=2)=[C:9]([C:17]2[C:18]([F:24])=[C:19]([CH:21]=[CH:22][CH:23]=2)[NH2:20])[N:10]=1)([CH3:16])[CH3:15]. (4) Given the reactants ClC1C=CC=C(Cl)C=1C(NC1C(C2NC3C=CC(CN4CCOCC4)=CC=3N=2)=NNC=1)=O.[F:33][C:34]1[CH:50]=[CH:49][CH:48]=[C:47]([F:51])[C:35]=1[C:36]([NH:38][C:39]1[C:40]([C:44](O)=O)=[N:41][NH:42][CH:43]=1)=[O:37].[CH3:52][C:53]1[C:54]([NH2:61])=[C:55]([NH2:60])[CH:56]=[CH:57][C:58]=1[CH3:59], predict the reaction product. The product is: [CH3:52][C:53]1[C:54]2[N:61]=[C:44]([C:40]3[C:39]([NH:38][C:36](=[O:37])[C:35]4[C:34]([F:33])=[CH:50][CH:49]=[CH:48][C:47]=4[F:51])=[CH:43][NH:42][N:41]=3)[NH:60][C:55]=2[CH:56]=[CH:57][C:58]=1[CH3:59]. (5) Given the reactants C(OC([N:8]1[CH2:13][CH2:12][NH:11][C:10]([CH3:15])([CH3:14])[CH2:9]1)=O)(C)(C)C.[CH:16]([S:18]([CH3:21])(=[O:20])=[O:19])=[CH2:17], predict the reaction product. The product is: [CH3:21][S:18]([CH2:16][CH2:17][N:11]1[CH2:12][CH2:13][NH:8][CH2:9][C:10]1([CH3:14])[CH3:15])(=[O:20])=[O:19].